From a dataset of Peptide-MHC class I binding affinity with 185,985 pairs from IEDB/IMGT. Regression. Given a peptide amino acid sequence and an MHC pseudo amino acid sequence, predict their binding affinity value. This is MHC class I binding data. (1) The peptide sequence is KAAVEDEEFW. The MHC is HLA-B58:01 with pseudo-sequence HLA-B58:01. The binding affinity (normalized) is 0.774. (2) The peptide sequence is TEFFMSRKL. The MHC is HLA-B51:01 with pseudo-sequence HLA-B51:01. The binding affinity (normalized) is 0.0847. (3) The peptide sequence is DHIPIINTL. The MHC is HLA-B51:01 with pseudo-sequence HLA-B51:01. The binding affinity (normalized) is 0.0847. (4) The peptide sequence is ALNIALIAV. The MHC is HLA-A02:06 with pseudo-sequence HLA-A02:06. The binding affinity (normalized) is 0.574. (5) The peptide sequence is KIGDKFQTV. The MHC is HLA-A02:01 with pseudo-sequence HLA-A02:01. The binding affinity (normalized) is 0.679. (6) The peptide sequence is EIKSLFNTI. The MHC is HLA-B08:01 with pseudo-sequence HLA-B08:01. The binding affinity (normalized) is 0.317. (7) The peptide sequence is GTLVALVGL. The MHC is HLA-A02:01 with pseudo-sequence HLA-A02:01. The binding affinity (normalized) is 0.222. (8) The peptide sequence is EKDVWEQW. The MHC is Mamu-B17 with pseudo-sequence Mamu-B17. The binding affinity (normalized) is 0.141. (9) The peptide sequence is YIPSRYLSSW. The MHC is Mamu-B17 with pseudo-sequence Mamu-B17. The binding affinity (normalized) is 0.512.